Dataset: Full USPTO retrosynthesis dataset with 1.9M reactions from patents (1976-2016). Task: Predict the reactants needed to synthesize the given product. (1) Given the product [CH2:1]([C:5]1=[CH:11][C:10](=[O:14])[CH2:9][CH2:8][CH2:7][CH2:6]1)[CH2:2][CH2:3][CH3:4], predict the reactants needed to synthesize it. The reactants are: [CH2:1]([C:5]1(O)[CH2:11][CH2:10][CH2:9][CH2:8][CH:7]=[CH:6]1)[CH2:2][CH2:3][CH3:4].[Cr](Cl)(O)(=O)=[O:14].N1C=CC=CC=1. (2) Given the product [F:34][C:25]([F:24])([F:33])[C:26]1[N:30]=[C:29]([CH2:31][NH:32][C:14]([C:12]2[CH:11]=[CH:10][C:9]([O:17][CH2:18][C:19]([F:22])([F:21])[F:20])=[C:8]([C:5]3[CH:4]=[CH:3][C:2]([Cl:1])=[CH:7][CH:6]=3)[N:13]=2)=[O:16])[O:28][N:27]=1, predict the reactants needed to synthesize it. The reactants are: [Cl:1][C:2]1[CH:7]=[CH:6][C:5]([C:8]2[N:13]=[C:12]([C:14]([OH:16])=O)[CH:11]=[CH:10][C:9]=2[O:17][CH2:18][C:19]([F:22])([F:21])[F:20])=[CH:4][CH:3]=1.Cl.[F:24][C:25]([F:34])([F:33])[C:26]1[N:30]=[C:29]([CH2:31][NH2:32])[O:28][N:27]=1. (3) Given the product [Cl:1][C:2]1[CH:3]=[C:4]([CH2:32][C:33]([O:35][CH2:36][CH3:37])=[O:34])[CH:5]=[CH:6][C:7]=1[N:8]1[C:9](=[O:31])[C:10]2[C:11]([O:28][CH2:29][CH3:30])=[C:12]3[CH:27]=[CH:26][CH:25]=[CH:24][C:13]3=[C:14]([O:18][CH2:19][C:20]([F:22])([F:23])[F:21])[C:15]=2[CH2:16]1.[Cl:38][C:39]1[CH:40]=[C:41]([CH2:69][C:70]([O:72][CH2:73][CH3:74])=[O:71])[CH:42]=[CH:43][C:44]=1[N:45]1[C:53](=[O:54])[C:52]2[C:51]([O:55][CH2:56][C:57]([F:60])([F:59])[F:58])=[C:50]3[CH:61]=[CH:62][CH:63]=[CH:64][C:49]3=[C:48]([O:65][CH2:66][CH3:67])[C:47]=2[CH2:46]1, predict the reactants needed to synthesize it. The reactants are: [Cl:1][C:2]1[CH:3]=[C:4]([CH2:32][C:33]([O:35][CH2:36][CH3:37])=[O:34])[CH:5]=[CH:6][C:7]=1[N:8]1[CH:16](O)[C:15]2[C:14]([O:18][CH2:19][C:20]([F:23])([F:22])[F:21])=[C:13]3[CH:24]=[CH:25][CH:26]=[CH:27][C:12]3=[C:11]([O:28][CH2:29][CH3:30])[C:10]=2[C:9]1=[O:31].[Cl:38][C:39]1[CH:40]=[C:41]([CH2:69][C:70]([O:72][CH2:73][CH3:74])=[O:71])[CH:42]=[CH:43][C:44]=1[N:45]1[C:53](=[O:54])[C:52]2[C:51]([O:55][CH2:56][C:57]([F:60])([F:59])[F:58])=[C:50]3[CH:61]=[CH:62][CH:63]=[CH:64][C:49]3=[C:48]([O:65][CH2:66][CH3:67])[C:47]=2[CH:46]1O.C([SiH](CC)CC)C. (4) Given the product [C:1]([O:5][C:6]([NH:8][C@@H:9]1[CH2:11][C@H:10]1[C:12]1[CH:13]=[C:14]([C:18]([OH:20])=[O:19])[S:15][C:16]=1[CH3:17])=[O:7])([CH3:4])([CH3:2])[CH3:3], predict the reactants needed to synthesize it. The reactants are: [C:1]([O:5][C:6]([NH:8][C@@H:9]1[CH2:11][C@H:10]1[C:12]1[CH:13]=[C:14]([C:18]([O:20]C)=[O:19])[S:15][C:16]=1[CH3:17])=[O:7])([CH3:4])([CH3:3])[CH3:2].[OH-].[Na+].Cl. (5) Given the product [CH:1]1([N:5]2[CH2:10][CH2:9][C:8]3([CH2:11][CH2:12][CH:13]([O:16][C:20]4[CH:29]=[CH:28][C:23]([C:24]([NH:26][CH3:27])=[O:25])=[CH:22][N:21]=4)[CH2:14][CH2:15]3)[CH2:7][CH2:6]2)[CH2:4][CH2:3][CH2:2]1, predict the reactants needed to synthesize it. The reactants are: [CH:1]1([N:5]2[CH2:10][CH2:9][C:8]3([CH2:15][CH2:14][CH:13]([OH:16])[CH2:12][CH2:11]3)[CH2:7][CH2:6]2)[CH2:4][CH2:3][CH2:2]1.[H-].[Na+].Cl[C:20]1[CH:29]=[CH:28][C:23]([C:24]([NH:26][CH3:27])=[O:25])=[CH:22][N:21]=1.